Dataset: Forward reaction prediction with 1.9M reactions from USPTO patents (1976-2016). Task: Predict the product of the given reaction. Given the reactants Cl[C:2]1[C:3]([NH2:9])=[N:4][CH:5]=[N:6][C:7]=1Cl.[NH2:10][CH:11]1[CH2:24][C:13]2([CH2:16][N:15]([C:17]([O:19]C(C)(C)C)=O)[CH2:14]2)[CH2:12]1.[N:25]1[CH:30]=[CH:29][C:28]([CH2:31][N:32]2[CH:36]=[C:35](B(O)O)[CH:34]=[N:33]2)=[CH:27][CH:26]=1.[C:40](O)(=O)[CH:41]=C, predict the reaction product. The product is: [NH2:9][C:3]1[N:4]=[CH:5][N:6]=[C:7]([NH:10][CH:11]2[CH2:12][C:13]3([CH2:14][N:15]([C:17](=[O:19])[CH:40]=[CH2:41])[CH2:16]3)[CH2:24]2)[C:2]=1[C:35]1[CH:34]=[N:33][N:32]([CH2:31][C:28]2[CH:29]=[CH:30][N:25]=[CH:26][CH:27]=2)[CH:36]=1.